Dataset: hERG potassium channel inhibition data for cardiac toxicity prediction from Karim et al.. Task: Regression/Classification. Given a drug SMILES string, predict its toxicity properties. Task type varies by dataset: regression for continuous values (e.g., LD50, hERG inhibition percentage) or binary classification for toxic/non-toxic outcomes (e.g., AMES mutagenicity, cardiotoxicity, hepatotoxicity). Dataset: herg_karim. (1) The molecule is CCN1C[C@H]2CCCC[C@@]2(c2ccc(Cl)c(Cl)c2)C1. The result is 1 (blocker). (2) The drug is Cc1cccc(C(CCC(N)C(=O)O)(c2ccccc2)c2ccccc2)c1. The result is 0 (non-blocker).